From a dataset of Reaction yield outcomes from USPTO patents with 853,638 reactions. Predict the reaction yield, written as a fraction of the theoretical maximum amount of product (1.0 means a 100% yield; for example, 0.34 means a 34% yield). (1) The reactants are Br[CH2:2][C:3]1[CH:8]=[CH:7][C:6]([O:9][CH3:10])=[CH:5][C:4]=1[CH2:11]Br.[OH-].[Na+].C1(C)C=CC=CC=1.[CH2:22]([NH2:29])[C:23]1[CH:28]=[CH:27][CH:26]=[CH:25][CH:24]=1. The catalyst is [Cl-].C([N+](CC)(CC)CC)C1C=CC=CC=1.C(OCC)(=O)C. The product is [CH2:22]([N:29]1[CH2:11][C:4]2[C:3](=[CH:8][CH:7]=[C:6]([O:9][CH3:10])[CH:5]=2)[CH2:2]1)[C:23]1[CH:28]=[CH:27][CH:26]=[CH:25][CH:24]=1. The yield is 0.710. (2) The reactants are [CH2:1]([OH:4])[CH2:2][OH:3].[H-].[Na+].Br[CH2:8][C:9]1[CH:14]=[CH:13][CH:12]=[C:11]([F:15])[CH:10]=1.O. The catalyst is C1COCC1.CCOC(C)=O. The product is [F:15][C:11]1[CH:10]=[C:9]([CH2:8][O:3][CH2:2][CH2:1][OH:4])[CH:14]=[CH:13][CH:12]=1. The yield is 0.250. (3) The reactants are [CH2:1]([O:8][C:9]([N:11]1[CH:17]([C:18](=O)[NH:19][C:20]2[CH:25]=[C:24]([Br:26])[CH:23]=[CH:22][C:21]=2[NH2:27])[CH2:16][C:13]2([CH2:15][CH2:14]2)[CH2:12]1)=[O:10])[C:2]1[CH:7]=[CH:6][CH:5]=[CH:4][CH:3]=1.C(OC(N1C(C(=O)NC2C=CC(Br)=CC=2N)CC2(CC2)C1)=O)C1C=CC=CC=1. The catalyst is CC(O)=O. The product is [CH2:1]([O:8][C:9]([N:11]1[CH:17]([C:18]2[NH:19][C:20]3[CH:25]=[C:24]([Br:26])[CH:23]=[CH:22][C:21]=3[N:27]=2)[CH2:16][C:13]2([CH2:15][CH2:14]2)[CH2:12]1)=[O:10])[C:2]1[CH:7]=[CH:6][CH:5]=[CH:4][CH:3]=1. The yield is 1.00. (4) The reactants are [CH3:1][O:2][C:3]1[N:8]=[CH:7][C:6]([NH:9][C:10]2[N:15]=[CH:14][C:13]([CH:16]([C:18]3[CH:23]=[CH:22][C:21]([S:24]([CH3:27])(=[O:26])=[O:25])=[CH:20][CH:19]=3)[OH:17])=[CH:12][C:11]=2[C:28]2[N:36]=[C:35]([CH3:37])[N:34]=[C:33]3[C:29]=2[N:30]=[CH:31][N:32]3C2CCCCO2)=[CH:5][CH:4]=1.Cl. The catalyst is CO.C(Cl)Cl. The product is [CH3:1][O:2][C:3]1[N:8]=[CH:7][C:6]([NH:9][C:10]2[N:15]=[CH:14][C:13]([CH:16]([C:18]3[CH:19]=[CH:20][C:21]([S:24]([CH3:27])(=[O:26])=[O:25])=[CH:22][CH:23]=3)[OH:17])=[CH:12][C:11]=2[C:28]2[N:36]=[C:35]([CH3:37])[N:34]=[C:33]3[C:29]=2[N:30]=[CH:31][NH:32]3)=[CH:5][CH:4]=1. The yield is 0.560.